Predict the reactants needed to synthesize the given product. From a dataset of Full USPTO retrosynthesis dataset with 1.9M reactions from patents (1976-2016). The reactants are: [Br:1][C:2]1[CH:3]=[N:4][C:5]2[N:6]([N:8]=[C:9]([C:11]([OH:13])=O)[CH:10]=2)[CH:7]=1.[CH3:14][CH:15]1[C:24]2[C:19](=[CH:20][C:21]([C:25]3[N:26]=[N:27][NH:28][N:29]=3)=[CH:22][CH:23]=2)[CH2:18][CH2:17][NH:16]1. Given the product [Br:1][C:2]1[CH:3]=[N:4][C:5]2[N:6]([N:8]=[C:9]([C:11]([N:16]3[CH2:17][CH2:18][C:19]4[C:24](=[CH:23][CH:22]=[C:21]([C:25]5[N:26]=[N:27][NH:28][N:29]=5)[CH:20]=4)[CH:15]3[CH3:14])=[O:13])[CH:10]=2)[CH:7]=1, predict the reactants needed to synthesize it.